Predict the reactants needed to synthesize the given product. From a dataset of Full USPTO retrosynthesis dataset with 1.9M reactions from patents (1976-2016). Given the product [CH:21]1([NH:24][C:25](=[O:42])[C:26]2[CH:31]=[CH:30][C:29]([CH3:32])=[C:28]([C:2]3[CH:3]=[C:4]4[C:9](=[CH:10][CH:11]=3)[N:8]=[C:7]([NH:12][CH2:13][CH2:14][N:15]3[CH2:20][CH2:19][O:18][CH2:17][CH2:16]3)[CH:6]=[CH:5]4)[CH:27]=2)[CH2:22][CH2:23]1, predict the reactants needed to synthesize it. The reactants are: Br[C:2]1[CH:3]=[C:4]2[C:9](=[CH:10][CH:11]=1)[N:8]=[C:7]([NH:12][CH2:13][CH2:14][N:15]1[CH2:20][CH2:19][O:18][CH2:17][CH2:16]1)[CH:6]=[CH:5]2.[CH:21]1([NH:24][C:25](=[O:42])[C:26]2[CH:31]=[CH:30][C:29]([CH3:32])=[C:28](B3OC(C)(C)C(C)(C)O3)[CH:27]=2)[CH2:23][CH2:22]1.